This data is from NCI-60 drug combinations with 297,098 pairs across 59 cell lines. The task is: Regression. Given two drug SMILES strings and cell line genomic features, predict the synergy score measuring deviation from expected non-interaction effect. (1) Drug 1: C1=NC2=C(N=C(N=C2N1C3C(C(C(O3)CO)O)O)F)N. Drug 2: CC1=C(C(CCC1)(C)C)C=CC(=CC=CC(=CC(=O)O)C)C. Cell line: HCC-2998. Synergy scores: CSS=45.4, Synergy_ZIP=0.709, Synergy_Bliss=-5.10, Synergy_Loewe=-20.2, Synergy_HSA=-8.09. (2) Drug 1: CC12CCC(CC1=CCC3C2CCC4(C3CC=C4C5=CN=CC=C5)C)O. Drug 2: CCCCCOC(=O)NC1=NC(=O)N(C=C1F)C2C(C(C(O2)C)O)O. Cell line: SN12C. Synergy scores: CSS=-0.286, Synergy_ZIP=-0.843, Synergy_Bliss=-3.23, Synergy_Loewe=-1.58, Synergy_HSA=-2.44. (3) Drug 1: CC1OCC2C(O1)C(C(C(O2)OC3C4COC(=O)C4C(C5=CC6=C(C=C35)OCO6)C7=CC(=C(C(=C7)OC)O)OC)O)O. Drug 2: CC1C(C(=O)NC(C(=O)N2CCCC2C(=O)N(CC(=O)N(C(C(=O)O1)C(C)C)C)C)C(C)C)NC(=O)C3=C4C(=C(C=C3)C)OC5=C(C(=O)C(=C(C5=N4)C(=O)NC6C(OC(=O)C(N(C(=O)CN(C(=O)C7CCCN7C(=O)C(NC6=O)C(C)C)C)C)C(C)C)C)N)C. Cell line: UACC-257. Synergy scores: CSS=0.985, Synergy_ZIP=-2.01, Synergy_Bliss=0.902, Synergy_Loewe=1.01, Synergy_HSA=0.697. (4) Drug 1: C1=CC(=CC=C1CCCC(=O)O)N(CCCl)CCCl. Drug 2: CC1=C(N=C(N=C1N)C(CC(=O)N)NCC(C(=O)N)N)C(=O)NC(C(C2=CN=CN2)OC3C(C(C(C(O3)CO)O)O)OC4C(C(C(C(O4)CO)O)OC(=O)N)O)C(=O)NC(C)C(C(C)C(=O)NC(C(C)O)C(=O)NCCC5=NC(=CS5)C6=NC(=CS6)C(=O)NCCC[S+](C)C)O. Cell line: PC-3. Synergy scores: CSS=10.6, Synergy_ZIP=-7.48, Synergy_Bliss=-5.62, Synergy_Loewe=-13.1, Synergy_HSA=-3.29. (5) Drug 1: CCCS(=O)(=O)NC1=C(C(=C(C=C1)F)C(=O)C2=CNC3=C2C=C(C=N3)C4=CC=C(C=C4)Cl)F. Cell line: NCI-H226. Drug 2: C1=NC2=C(N1)C(=S)N=CN2. Synergy scores: CSS=-4.27, Synergy_ZIP=-8.71, Synergy_Bliss=-18.7, Synergy_Loewe=-32.1, Synergy_HSA=-20.0. (6) Drug 1: CC1=C2C(C(=O)C3(C(CC4C(C3C(C(C2(C)C)(CC1OC(=O)C(C(C5=CC=CC=C5)NC(=O)C6=CC=CC=C6)O)O)OC(=O)C7=CC=CC=C7)(CO4)OC(=O)C)O)C)OC(=O)C. Drug 2: C1CN1C2=NC(=NC(=N2)N3CC3)N4CC4. Cell line: MALME-3M. Synergy scores: CSS=19.7, Synergy_ZIP=-4.64, Synergy_Bliss=1.90, Synergy_Loewe=1.78, Synergy_HSA=2.05. (7) Drug 2: CC1CCCC2(C(O2)CC(NC(=O)CC(C(C(=O)C(C1O)C)(C)C)O)C(=CC3=CSC(=N3)C)C)C. Synergy scores: CSS=15.2, Synergy_ZIP=-7.26, Synergy_Bliss=-5.94, Synergy_Loewe=-14.9, Synergy_HSA=-3.42. Cell line: EKVX. Drug 1: CN(CCCl)CCCl.Cl.